From a dataset of CYP2D6 inhibition data for predicting drug metabolism from PubChem BioAssay. Regression/Classification. Given a drug SMILES string, predict its absorption, distribution, metabolism, or excretion properties. Task type varies by dataset: regression for continuous measurements (e.g., permeability, clearance, half-life) or binary classification for categorical outcomes (e.g., BBB penetration, CYP inhibition). Dataset: cyp2d6_veith. (1) The molecule is CN(C)c1cc[n+](CC(=O)Nc2ccc([N+](=O)[O-])cc2Cl)cc1.[Cl-]. The result is 0 (non-inhibitor). (2) The molecule is Nc1c(-c2ccccc2)cnn1-c1cccc([N+](=O)[O-])c1. The result is 0 (non-inhibitor). (3) The drug is Fc1ccc(C2=Nn3c(Cc4ccccc4F)nnc3SC2)cc1. The result is 0 (non-inhibitor). (4) The compound is CC(C)(C)C(=O)OCOC(=O)[C@@H]1N2C(=O)[C@@H](N=CN3CCCCCC3)[C@H]2SC1(C)C. The result is 0 (non-inhibitor). (5) The molecule is CN1C(=O)CC(NNC(=O)c2ccccc2)C1=O. The result is 0 (non-inhibitor).